Dataset: Forward reaction prediction with 1.9M reactions from USPTO patents (1976-2016). Task: Predict the product of the given reaction. (1) Given the reactants [F:1][C:2]([F:11])([F:10])[C:3]1[C:4]([NH2:9])=[N:5][CH:6]=[CH:7][CH:8]=1.C1C(=O)N([Br:19])C(=O)C1.C([O-])(O)=O.[Na+], predict the reaction product. The product is: [Br:19][C:7]1[CH:8]=[C:3]([C:2]([F:1])([F:10])[F:11])[C:4]([NH2:9])=[N:5][CH:6]=1. (2) The product is: [CH3:1][C:2]1[C:3]([C:8]2[CH:13]=[CH:12][C:11]([C:14]([OH:17])=[O:15])=[CH:10][CH:9]=2)=[N:4][CH:5]=[CH:6][CH:7]=1. Given the reactants [CH3:1][C:2]1[C:3]([C:8]2[CH:13]=[CH:12][C:11]([CH2:14][OH:15])=[CH:10][CH:9]=2)=[N:4][CH:5]=[CH:6][CH:7]=1.[Cr](O[Cr]([O-])(=O)=O)([O-])(=O)=[O:17].[NH+]1C=CC=CC=1.[NH+]1C=CC=CC=1.O, predict the reaction product.